From a dataset of Forward reaction prediction with 1.9M reactions from USPTO patents (1976-2016). Predict the product of the given reaction. (1) The product is: [N:16]1([C:13]2[CH:12]=[CH:11][C:10]([N:7]3[CH2:8][CH2:9][NH:4][CH2:5][CH2:6]3)=[CH:15][CH:14]=2)[CH:20]=[CH:19][N:18]=[CH:17]1. Given the reactants C([N:4]1[CH2:9][CH2:8][N:7]([C:10]2[CH:15]=[CH:14][C:13]([N:16]3[CH:20]=[CH:19][N:18]=[CH:17]3)=[CH:12][CH:11]=2)[CH2:6][CH2:5]1)(=O)C.[OH-].[Na+], predict the reaction product. (2) Given the reactants [CH3:1][O:2][C:3]1[CH:4]=[CH:5][C:6]([N+:18]([O-:20])=[O:19])=[C:7]([N:9](S(C)(=O)=O)[S:10]([CH3:13])(=[O:12])=[O:11])[CH:8]=1.O1CCCC1.[OH-].[Na+], predict the reaction product. The product is: [CH3:1][O:2][C:3]1[CH:4]=[CH:5][C:6]([N+:18]([O-:20])=[O:19])=[C:7]([NH:9][S:10]([CH3:13])(=[O:12])=[O:11])[CH:8]=1. (3) Given the reactants [OH:1][CH2:2][CH2:3][NH:4][C:5](=[O:11])[O:6][C:7]([CH3:10])([CH3:9])[CH3:8].C(N(CC)CC)C.Cl, predict the reaction product. The product is: [O:1]=[CH:2][CH2:3][NH:4][C:5](=[O:11])[O:6][C:7]([CH3:9])([CH3:8])[CH3:10]. (4) The product is: [Cl:1][C:2]1[CH:10]=[C:9]2[C:5]([CH:6]([CH:12]([C:17]3[CH:22]=[CH:21][CH:20]=[C:19]([Cl:23])[CH:18]=3)[CH2:13][CH2:14][CH:15]=[CH2:16])[C:7](=[O:11])[NH:8]2)=[CH:4][CH:3]=1. Given the reactants [Cl:1][C:2]1[CH:10]=[C:9]2[C:5]([C:6](=[C:12]([C:17]3[CH:22]=[CH:21][CH:20]=[C:19]([Cl:23])[CH:18]=3)[CH2:13][CH2:14][CH:15]=[CH2:16])[C:7](=[O:11])[NH:8]2)=[CH:4][CH:3]=1.[BH4-].[Na+].O, predict the reaction product. (5) The product is: [Cl:15]/[C:9](/[C:10]1[CH:11]=[N:6][CH:7]=[CH:26][CH:28]=1)=[CH:8]/[C:12]#[N:16]. Given the reactants P(Cl)(Cl)(Cl)=O.[N:6]1[CH:11]=[CH:10][CH:9]=[C:8]([C:12](=O)C)[CH:7]=1.[ClH:15].[NH2:16]O.C([O-])(O)=O.[Na+].CCO[C:26]([CH3:28])=O, predict the reaction product. (6) Given the reactants [H-].[Na+].[NH2:3][C:4]1[N:9]=[C:8](S(C)=O)[C:7]([C:13]2[CH:14]=[CH:15][C:16](=[O:22])[N:17]([CH:19]([CH3:21])[CH3:20])[N:18]=2)=[C:6]([C:23]2[CH:28]=[CH:27][CH:26]=[CH:25][CH:24]=2)[N:5]=1, predict the reaction product. The product is: [NH2:3][C:4]1[N:5]=[C:6]([C:23]2[CH:28]=[CH:27][CH:26]=[CH:25][CH:24]=2)[C:7]([C:13]2[CH:14]=[CH:15][C:16](=[O:22])[N:17]([CH:19]([CH3:21])[CH3:20])[N:18]=2)=[C:8]([O:22][CH2:16][C:15]#[CH:14])[N:9]=1.